Dataset: hERG potassium channel inhibition data for cardiac toxicity prediction from Karim et al.. Task: Regression/Classification. Given a drug SMILES string, predict its toxicity properties. Task type varies by dataset: regression for continuous values (e.g., LD50, hERG inhibition percentage) or binary classification for toxic/non-toxic outcomes (e.g., AMES mutagenicity, cardiotoxicity, hepatotoxicity). Dataset: herg_karim. (1) The molecule is FC(F)(F)c1ccc(-c2c[nH]c([C@H]3Cc4c([nH]c5ccccc45)[C@@H](C4CCOCC4)N3)n2)cc1. The result is 1 (blocker). (2) The compound is COc1cc(N)c(Cl)cc1C(=O)N[C@H]1CCN(CCC(=O)N2CCC(Cc3ccccc3)CC2)C[C@H]1OC. The result is 1 (blocker).